Predict the reactants needed to synthesize the given product. From a dataset of Full USPTO retrosynthesis dataset with 1.9M reactions from patents (1976-2016). (1) Given the product [C:1]1([C:10]2[CH:15]=[CH:14][CH:13]=[CH:12][CH:11]=2)[CH:6]=[CH:5][C:4]([C:7]([Cl:19])=[O:8])=[CH:3][CH:2]=1, predict the reactants needed to synthesize it. The reactants are: [C:1]1([C:10]2[CH:15]=[CH:14][CH:13]=[CH:12][CH:11]=2)[CH:6]=[CH:5][C:4]([C:7](O)=[O:8])=[CH:3][CH:2]=1.C(Cl)(=O)C([Cl:19])=O. (2) Given the product [CH:11](/[C:9]1[CH:10]=[C:5]([CH2:4][OH:3])[CH:6]=[N:7][CH:8]=1)=[CH:12]\[C:13]1[CH:14]=[CH:15][CH:16]=[CH:17][CH:18]=1, predict the reactants needed to synthesize it. The reactants are: C([O:3][C:4](=O)[C:5]1[CH:10]=[C:9]([C:11]#[C:12][C:13]2[CH:18]=[CH:17][CH:16]=[CH:15][CH:14]=2)[CH:8]=[N:7][CH:6]=1)C.[H-].[Al+3].[Li+].[H-].[H-].[H-]. (3) Given the product [OH:4][CH:5]1[CH:11]2[C:12]([CH3:17])([CH3:18])[CH:13]3[CH2:16][C:10]2([CH2:15][CH2:14]3)[C:9]([CH3:20])([CH3:19])[CH2:8][C:7]1=[O:6], predict the reactants needed to synthesize it. The reactants are: C([O:4][C:5]12[CH:11]3[C:12]([CH3:18])([CH3:17])[CH:13]4[CH2:16][C:10]3([CH2:15][CH2:14]4)[C:9]([CH3:20])([CH3:19])[CH2:8][CH:7]1[O:6]2)(=O)C.[OH-].[Na+].Cl.